From a dataset of Reaction yield outcomes from USPTO patents with 853,638 reactions. Predict the reaction yield, written as a fraction of the theoretical maximum amount of product (1.0 means a 100% yield; for example, 0.34 means a 34% yield). (1) The reactants are [CH2:1]([C:3]1[CH:8]=[C:7]([CH3:9])[CH:6]=[C:5]([CH2:10][CH3:11])[C:4]=1[C:12]1[C:13](=[O:31])[N:14]([CH3:30])[N:15]=[C:16]([CH2:28][OH:29])[C:17]=1[S:18]([C:21]1[CH:26]=[CH:25][C:24]([CH3:27])=[CH:23][CH:22]=1)(=[O:20])=[O:19])[CH3:2].C(N(C(C)C)CC)(C)C.[CH3:41][O:42][CH2:43]Cl.C(=O)([O-])O.[Na+]. The catalyst is C1COCC1. The product is [CH2:1]([C:3]1[CH:8]=[C:7]([CH3:9])[CH:6]=[C:5]([CH2:10][CH3:11])[C:4]=1[C:12]1[C:13](=[O:31])[N:14]([CH3:30])[N:15]=[C:16]([CH2:28][O:29][CH2:41][O:42][CH3:43])[C:17]=1[S:18]([C:21]1[CH:22]=[CH:23][C:24]([CH3:27])=[CH:25][CH:26]=1)(=[O:20])=[O:19])[CH3:2]. The yield is 0.800. (2) The product is [F:1][C:2]1[CH:11]=[C:10]2[C:5]([CH:6]=[CH:7][C:8]([CH3:12])=[N:9]2)=[C:4]([N:13]2[CH2:14][CH2:15][N:16]([CH2:19][CH2:20][C:21]3[CH:22]=[C:23]([NH:24][C:28](=[O:30])[CH3:29])[CH:25]=[CH:26][CH:27]=3)[CH2:17][CH2:18]2)[CH:3]=1. No catalyst specified. The yield is 0.460. The reactants are [F:1][C:2]1[CH:11]=[C:10]2[C:5]([CH:6]=[CH:7][C:8]([CH3:12])=[N:9]2)=[C:4]([N:13]2[CH2:18][CH2:17][N:16]([CH2:19][CH2:20][C:21]3[CH:22]=[C:23]([CH:25]=[CH:26][CH:27]=3)[NH2:24])[CH2:15][CH2:14]2)[CH:3]=1.[C:28](Cl)(=[O:30])[CH3:29]. (3) The reactants are Br[C:2]1[CH:10]=[CH:9][C:5]([C:6]([OH:8])=[O:7])=[CH:4][C:3]=1[O:11][CH3:12].[Li]CCCC.[CH3:18][C:19]([CH3:21])=[O:20].Cl. The catalyst is C1COCC1.[OH-].[Na+]. The product is [OH:20][C:19]([C:2]1[CH:10]=[CH:9][C:5]([C:6]([OH:8])=[O:7])=[CH:4][C:3]=1[O:11][CH3:12])([CH3:21])[CH3:18]. The yield is 0.340. (4) The reactants are Cl[CH:2]([CH2:5][C:6]1[CH:16]=[CH:15][C:9]2[N:10]=[C:11]([S:13][CH3:14])[S:12][C:8]=2[CH:7]=1)[CH:3]=O.[S:17]1[CH:21]=[CH:20][N:19]=[C:18]1[NH2:22].O. The catalyst is C(O)CCC. The product is [S:17]1[CH:21]=[CH:20][N:19]2[C:2]([CH2:5][C:6]3[CH:16]=[CH:15][C:9]4[N:10]=[C:11]([S:13][CH3:14])[S:12][C:8]=4[CH:7]=3)=[CH:3][N:22]=[C:18]12. The yield is 0.600. (5) The reactants are [C:1]1([NH2:8])[CH:6]=[CH:5][CH:4]=[CH:3][C:2]=1[NH2:7].[O:9]([CH2:16][C:17](O)=O)[C:10]1[CH:15]=[CH:14][CH:13]=[CH:12][CH:11]=1. The catalyst is Cl. The product is [O:9]([CH2:16][C:17]1[NH:8][C:1]2[CH:6]=[CH:5][CH:4]=[CH:3][C:2]=2[N:7]=1)[C:10]1[CH:15]=[CH:14][CH:13]=[CH:12][CH:11]=1. The yield is 0.900.